This data is from Reaction yield outcomes from USPTO patents with 853,638 reactions. The task is: Predict the reaction yield, written as a fraction of the theoretical maximum amount of product (1.0 means a 100% yield; for example, 0.34 means a 34% yield). (1) The reactants are [CH3:1][C:2]1[C:3]([CH3:8])=[N:4][CH:5]=[CH:6][N:7]=1.[O-:9][Mn](=O)(=O)=O.[K+].[OH2:15]. No catalyst specified. The product is [CH3:1][C:2]1[C:3]([C:8]([OH:9])=[O:15])=[N:4][CH:5]=[CH:6][N:7]=1. The yield is 0.300. (2) The reactants are [CH:1]1([O:6][C:7](=[O:33])[C@H:8]([NH:15]C(OCC2C3C=CC=CC=3C3C2=CC=CC=3)=O)[CH2:9][S:10][C:11]([CH3:14])([CH3:13])[CH3:12])[CH2:5][CH2:4][CH2:3][CH2:2]1.N1CCCCC1. The catalyst is CC#N. The product is [CH:1]1([O:6][C:7](=[O:33])[C@H:8]([NH2:15])[CH2:9][S:10][C:11]([CH3:12])([CH3:13])[CH3:14])[CH2:2][CH2:3][CH2:4][CH2:5]1. The yield is 0.730. (3) The reactants are [C:1]12([NH:6][S:7]([C:10]3[C:11]([Cl:17])=[N:12][CH:13]=[C:14]([Br:16])[CH:15]=3)(=[O:9])=[O:8])[CH2:5][CH:3]([CH2:4]1)[CH2:2]2.C1(P(C2C=CC=CC=2)C2C=CC=CC=2)C=CC=CC=1.[O:37]1[CH2:42][CH2:41][CH2:40][CH2:39][CH:38]1C(C(O)CO)=O.C1C[O:52][CH2:51][CH2:50]1. No catalyst specified. The yield is 0.960. The product is [C:1]12([N:6]([CH2:50][CH2:51][O:52][CH:38]3[CH2:39][CH2:40][CH2:41][CH2:42][O:37]3)[S:7]([C:10]3[C:11]([Cl:17])=[N:12][CH:13]=[C:14]([Br:16])[CH:15]=3)(=[O:9])=[O:8])[CH2:5][CH:3]([CH2:2]1)[CH2:4]2. (4) The reactants are [Cl:1][C:2]1[N:10]=[CH:9][N:8]=[C:7]2[C:3]=1[NH:4][CH:5]=[N:6]2.[O:11]1[CH:16]=[CH:15][CH2:14][CH2:13][CH2:12]1. The catalyst is C(Cl)Cl.O.C1(C)C=CC(S(O)(=O)=O)=CC=1. The product is [Cl:1][C:2]1[N:10]=[CH:9][N:8]=[C:7]2[C:3]=1[N:4]=[CH:5][N:6]2[CH:12]1[CH2:13][CH2:14][CH2:15][CH2:16][O:11]1. The yield is 0.980. (5) The reactants are [F:1][C:2]([F:14])([O:6][C:7]1[CH:8]=[C:9]([CH:11]=[CH:12][CH:13]=1)[NH2:10])[CH:3]([F:5])[F:4].Cl[C:16](OC1C=CC=CC=1)=[O:17].N1C=CC=CC=1.[Cl:31][C:32]1[CH:38]=[C:37]([O:39][C:40]2[C:41]3[N:48]([CH3:49])[CH:47]=[CH:46][C:42]=3[N:43]=[CH:44][N:45]=2)[CH:36]=[CH:35][C:33]=1[NH2:34]. The catalyst is CN(C)C(=O)C. The product is [Cl:31][C:32]1[CH:38]=[C:37]([O:39][C:40]2[C:41]3[N:48]([CH3:49])[CH:47]=[CH:46][C:42]=3[N:43]=[CH:44][N:45]=2)[CH:36]=[CH:35][C:33]=1[NH:34][C:16]([NH:10][C:9]1[CH:11]=[CH:12][CH:13]=[C:7]([O:6][C:2]([F:14])([F:1])[CH:3]([F:4])[F:5])[CH:8]=1)=[O:17]. The yield is 0.420. (6) The reactants are [N:1]1[CH:6]=[CH:5][C:4]([N:7]2[CH2:16][CH2:15][C:10]3([CH2:14][NH:13][CH2:12][CH2:11]3)[CH2:9][CH2:8]2)=[CH:3][CH:2]=1.CCN(C(C)C)C(C)C.CN(C(ON1N=NC2C=CC=CC1=2)=[N+](C)C)C.F[P-](F)(F)(F)(F)F.[CH2:50]([O:57][C:58]([NH:60][C@H:61]([C:67]([O:69][CH2:70][CH3:71])=[O:68])[CH2:62][CH2:63][C:64](O)=[O:65])=[O:59])[C:51]1[CH:56]=[CH:55][CH:54]=[CH:53][CH:52]=1. The catalyst is CN(C=O)C. The product is [CH2:50]([O:57][C:58]([NH:60][C@@H:61]([CH2:62][CH2:63][C:64](=[O:65])[N:13]1[CH2:12][CH2:11][C:10]2([CH2:15][CH2:16][N:7]([C:4]3[CH:3]=[CH:2][N:1]=[CH:6][CH:5]=3)[CH2:8][CH2:9]2)[CH2:14]1)[C:67]([O:69][CH2:70][CH3:71])=[O:68])=[O:59])[C:51]1[CH:52]=[CH:53][CH:54]=[CH:55][CH:56]=1. The yield is 0.230. (7) The reactants are [CH2:1]([O:5][C:6]1[CH:7]=[C:8]([CH2:13][OH:14])[CH:9]=[CH:10][C:11]=1[I:12])[CH2:2][CH2:3][CH3:4]. The catalyst is ClCCl.[O-2].[O-2].[Mn+4]. The product is [CH2:1]([O:5][C:6]1[CH:7]=[C:8]([CH:9]=[CH:10][C:11]=1[I:12])[CH:13]=[O:14])[CH2:2][CH2:3][CH3:4]. The yield is 0.780. (8) The reactants are Br[C:2]1[CH:7]=[CH:6][C:5]([S:8]([NH:11][CH:12]2[CH2:15][CH2:14][CH2:13]2)(=[O:10])=[O:9])=[C:4]([O:16][C:17]([F:20])([F:19])[F:18])[CH:3]=1.[C:21]([C:23]1[N:27]([CH3:28])[C:26](B(O)O)=[CH:25][CH:24]=1)#[N:22].[F-].[K+].C(P(C(C)(C)C)C(C)(C)C)(C)(C)C. The catalyst is C1C=CC(/C=C/C(/C=C/C2C=CC=CC=2)=O)=CC=1.C1C=CC(/C=C/C(/C=C/C2C=CC=CC=2)=O)=CC=1.C1C=CC(/C=C/C(/C=C/C2C=CC=CC=2)=O)=CC=1.[Pd].[Pd]. The product is [C:21]([C:23]1[N:27]([CH3:28])[C:26]([C:2]2[CH:7]=[CH:6][C:5]([S:8]([NH:11][CH:12]3[CH2:15][CH2:14][CH2:13]3)(=[O:10])=[O:9])=[C:4]([O:16][C:17]([F:20])([F:19])[F:18])[CH:3]=2)=[CH:25][CH:24]=1)#[N:22]. The yield is 0.240.